This data is from HIV replication inhibition screening data with 41,000+ compounds from the AIDS Antiviral Screen. The task is: Binary Classification. Given a drug SMILES string, predict its activity (active/inactive) in a high-throughput screening assay against a specified biological target. The drug is N[Ru-4](N)(N)(N)(N)Oc1c(O)c(=O)c1=O. The result is 0 (inactive).